From a dataset of Forward reaction prediction with 1.9M reactions from USPTO patents (1976-2016). Predict the product of the given reaction. (1) Given the reactants [CH:1]1([N:4]2[CH2:9][C:8]3([CH2:14][CH2:13][N:12]([S:15]([C:18]4[CH:23]=[CH:22][C:21](B5OC(C)(C)C(C)(C)O5)=[CH:20][CH:19]=4)(=[O:17])=[O:16])[CH2:11][CH2:10]3)[O:7][CH2:6][C:5]2=[O:33])[CH2:3][CH2:2]1.Br[C:35]1[S:43][C:42]2[C:37](=[N:38][CH:39]=[C:40]([C:45]([NH2:47])=[O:46])[C:41]=2[Cl:44])[CH:36]=1.C(=O)([O-])[O-].[K+].[K+], predict the reaction product. The product is: [Cl:44][C:41]1[C:40]([C:45]([NH2:47])=[O:46])=[CH:39][N:38]=[C:37]2[CH:36]=[C:35]([C:21]3[CH:22]=[CH:23][C:18]([S:15]([N:12]4[CH2:11][CH2:10][C:8]5([O:7][CH2:6][C:5](=[O:33])[N:4]([CH:1]6[CH2:3][CH2:2]6)[CH2:9]5)[CH2:14][CH2:13]4)(=[O:16])=[O:17])=[CH:19][CH:20]=3)[S:43][C:42]=12. (2) Given the reactants [CH3:1][O:2][C:3]1[CH:14]=[CH:13][C:6]2[CH2:7][CH2:8][N:9]([CH3:12])[CH2:10][CH2:11][C:5]=2[CH:4]=1.Cl[S:16]([OH:19])(=[O:18])=[O:17], predict the reaction product. The product is: [CH3:1][O:2][C:3]1[C:14]([S:16]([OH:19])(=[O:18])=[O:17])=[CH:13][C:6]2[CH2:7][CH2:8][N:9]([CH3:12])[CH2:10][CH2:11][C:5]=2[CH:4]=1. (3) Given the reactants [Br:1][C:2]1[CH:7]=[CH:6][C:5]([O:8][CH3:9])=[CH:4][C:3]=1[S:10][C:11]1[N:12](CC2C=CC(OC)=CC=2)[C:13]2[CH:18]=[CH:17][N:16]=[C:15]([NH2:19])[C:14]=2[N:20]=1, predict the reaction product. The product is: [Br:1][C:2]1[CH:7]=[CH:6][C:5]([O:8][CH3:9])=[CH:4][C:3]=1[S:10][C:11]1[NH:12][C:13]2[CH:18]=[CH:17][N:16]=[C:15]([NH2:19])[C:14]=2[N:20]=1.